Dataset: Reaction yield outcomes from USPTO patents with 853,638 reactions. Task: Predict the reaction yield, written as a fraction of the theoretical maximum amount of product (1.0 means a 100% yield; for example, 0.34 means a 34% yield). (1) The reactants are [CH2:1]([N:8]1[C:16]([CH3:17])=[C:15]2[C:10]([CH:11]=[C:12]([C:18]3[CH:19]=[C:20]([CH:28]4[CH2:33][CH2:32][CH2:31][NH:30][CH2:29]4)[N:21]4[C:26]=3[C:25]([NH2:27])=[N:24][CH:23]=[N:22]4)[CH:13]=[CH:14]2)=[N:9]1)[C:2]1[CH:7]=[CH:6][CH:5]=[CH:4][CH:3]=1.[CH3:34][N:35]([CH3:40])[CH2:36][C:37](O)=[O:38].CCN=C=NCCCN(C)C.Cl.C1C=CC2N(O)N=NC=2C=1.C(N(CC)C(C)C)(C)C. The catalyst is CN(C=O)C. The product is [CH2:1]([N:8]1[C:16]([CH3:17])=[C:15]2[C:10]([CH:11]=[C:12]([C:18]3[CH:19]=[C:20]([CH:28]4[CH2:33][CH2:32][CH2:31][N:30]([C:37](=[O:38])[CH2:36][N:35]([CH3:40])[CH3:34])[CH2:29]4)[N:21]4[C:26]=3[C:25]([NH2:27])=[N:24][CH:23]=[N:22]4)[CH:13]=[CH:14]2)=[N:9]1)[C:2]1[CH:3]=[CH:4][CH:5]=[CH:6][CH:7]=1. The yield is 0.160. (2) The reactants are [C:12]([O:11][C:9](O[C:9]([O:11][C:12]([CH3:15])([CH3:14])[CH3:13])=[O:10])=[O:10])([CH3:15])([CH3:14])[CH3:13].[Br:16][C:17]1[CH:22]=[CH:21][C:20]([CH2:23][CH2:24][CH2:25]C(O)=O)=[CH:19][CH:18]=1. The catalyst is CN(C1C=CN=CC=1)C.C(O)(C)(C)C. The product is [Br:16][C:17]1[CH:22]=[CH:21][C:20]([CH2:23][CH2:24][CH2:25][C:9]([O:11][C:12]([CH3:13])([CH3:14])[CH3:15])=[O:10])=[CH:19][CH:18]=1. The yield is 0.460. (3) The reactants are [Br:1][C:2]1[CH:7]=[CH:6][C:5]([NH:8][C:9]([C:11]2[N:12](COCC[Si](C)(C)C)[CH:13]=[C:14]([C:16]#[N:17])[N:15]=2)=[O:10])=[C:4]([C:26]2[CH2:31][CH2:30][CH2:29][CH2:28][CH:27]=2)[CH:3]=1.CCO.C(O)(C(F)(F)F)=O.C(O)CC. The catalyst is C(Cl)Cl. The product is [Br:1][C:2]1[CH:7]=[CH:6][C:5]([NH:8][C:9]([C:11]2[NH:12][CH:13]=[C:14]([C:16]#[N:17])[N:15]=2)=[O:10])=[C:4]([C:26]2[CH2:31][CH2:30][CH2:29][CH2:28][CH:27]=2)[CH:3]=1. The yield is 0.960. (4) The reactants are Br[C:2]1[CH:3]=[C:4]([F:20])[C:5]([O:10][C:11]2[CH:16]=[CH:15][C:14]([C:17]#[N:18])=[C:13]([Cl:19])[CH:12]=2)=[C:6]([CH:9]=1)[C:7]#[N:8].[CH2:21]([SH:28])[C:22]1[CH:27]=[CH:26][CH:25]=[CH:24][CH:23]=1. The catalyst is CCOC(C)=O.O.C(=O)([O-])O.[Na+]. The product is [CH2:21]([S:28][C:2]1[CH:3]=[C:4]([F:20])[C:5]([O:10][C:11]2[CH:16]=[CH:15][C:14]([C:17]#[N:18])=[C:13]([Cl:19])[CH:12]=2)=[C:6]([CH:9]=1)[C:7]#[N:8])[C:22]1[CH:27]=[CH:26][CH:25]=[CH:24][CH:23]=1. The yield is 0.280. (5) The catalyst is CN(C=O)C.[Cu]I. The reactants are [NH2:1][C:2]1[CH:7]=[CH:6][C:5]([C:8]2([C:11]([O:13][CH3:14])=[O:12])[CH2:10][CH2:9]2)=[CH:4][C:3]=1[C:15]#[C:16][Si](C)(C)C. The yield is 0.510. The product is [NH:1]1[C:2]2[C:3](=[CH:4][C:5]([C:8]3([C:11]([O:13][CH3:14])=[O:12])[CH2:10][CH2:9]3)=[CH:6][CH:7]=2)[CH:15]=[CH:16]1. (6) The reactants are [Br:1][C:2]1[CH:11]=[CH:10][C:5]([C:6]([O:8]C)=O)=[C:4]([CH2:12]Br)[CH:3]=1.[CH:14]1([NH2:17])[CH2:16][CH2:15]1.C(=O)([O-])[O-].[K+].[K+]. The catalyst is C(O)C. The product is [Br:1][C:2]1[CH:3]=[C:4]2[C:5](=[CH:10][CH:11]=1)[C:6](=[O:8])[N:17]([CH:14]1[CH2:16][CH2:15]1)[CH2:12]2. The yield is 0.940. (7) The reactants are C[O:2][C:3]([C:5]1[C:9]([N:10]([CH2:22][C:23]2[CH:28]=[CH:27][CH:26]=[CH:25][CH:24]=2)[S:11]([C:14]2[CH:19]=[CH:18][C:17]([O:20][CH3:21])=[CH:16][CH:15]=2)(=[O:13])=[O:12])=[CH:8][S:7][CH:6]=1)=[O:4]. The catalyst is CCOCC. The product is [CH2:22]([N:10]([S:11]([C:14]1[CH:15]=[CH:16][C:17]([O:20][CH3:21])=[CH:18][CH:19]=1)(=[O:13])=[O:12])[C:9]1[C:5]([C:3]([OH:4])=[O:2])=[CH:6][S:7][CH:8]=1)[C:23]1[CH:28]=[CH:27][CH:26]=[CH:25][CH:24]=1. The yield is 0.840. (8) The reactants are [C:1]([O:5][CH3:6])(=[O:4])[CH2:2][SH:3].N1CCCCC1.[C:13]([O:18][CH3:19])(=[O:17])/[CH:14]=[CH:15]/[CH3:16]. No catalyst specified. The product is [CH3:6][O:5][C:1](=[O:4])[CH2:2][S:3][CH:15]([CH3:16])[CH2:14][C:13]([O:18][CH3:19])=[O:17]. The yield is 0.890. (9) The reactants are [I:1][C:2]1[N:3]=[CH:4][N:5]([CH2:7][CH2:8][C:9]([NH2:12])([CH3:11])[CH3:10])[CH:6]=1.[CH2:13]([O:20][C:21]1[CH:26]=[CH:25][C:24]([CH:27]([OH:33])[CH:28](OCC)O)=[CH:23][C:22]=1[NH:34][S:35]([C:38]1[CH:43]=[CH:42][CH:41]=[CH:40][CH:39]=1)(=[O:37])=[O:36])[C:14]1[CH:19]=[CH:18][CH:17]=[CH:16][CH:15]=1.[BH4-].[Na+].C(O)(=O)C. The catalyst is C(O)C. The product is [CH2:13]([O:20][C:21]1[CH:26]=[CH:25][C:24]([CH:27]([OH:33])[CH2:28][NH:12][C:9]([CH3:10])([CH3:11])[CH2:8][CH2:7][N:5]2[CH:6]=[C:2]([I:1])[N:3]=[CH:4]2)=[CH:23][C:22]=1[NH:34][S:35]([C:38]1[CH:43]=[CH:42][CH:41]=[CH:40][CH:39]=1)(=[O:36])=[O:37])[C:14]1[CH:15]=[CH:16][CH:17]=[CH:18][CH:19]=1. The yield is 0.690. (10) The reactants are [OH:1][C:2]1[C:9]([N+:10]([O-:12])=[O:11])=[CH:8][CH:7]=[CH:6][C:3]=1[CH:4]=[O:5].[C:13](=O)([O-])[O-].[Cs+].[Cs+].IC. The catalyst is CN(C=O)C. The product is [CH3:13][O:1][C:2]1[C:9]([N+:10]([O-:12])=[O:11])=[CH:8][CH:7]=[CH:6][C:3]=1[CH:4]=[O:5]. The yield is 0.720.